This data is from Full USPTO retrosynthesis dataset with 1.9M reactions from patents (1976-2016). The task is: Predict the reactants needed to synthesize the given product. Given the product [Br:19][C:9]1[CH:10]=[C:11]2[C:16](=[CH:17][C:8]=1[CH3:7])[N:15]=[CH:14][NH:13][C:12]2=[O:18], predict the reactants needed to synthesize it. The reactants are: CO.C(O)(=O)C.[CH3:7][C:8]1[CH:17]=[C:16]2[C:11]([C:12](=[O:18])[NH:13][CH:14]=[N:15]2)=[CH:10][CH:9]=1.[Br:19]Br.